This data is from Forward reaction prediction with 1.9M reactions from USPTO patents (1976-2016). The task is: Predict the product of the given reaction. (1) The product is: [F:1][C:2]1[CH:3]=[CH:4][C:5]([N:8]2[CH:12]=[CH:11][C:10]([C:13]([OH:15])=[O:14])=[N:9]2)=[CH:6][CH:7]=1. Given the reactants [F:1][C:2]1[CH:7]=[CH:6][C:5]([N:8]2[CH:12]=[CH:11][C:10]([C:13]([O:15]CC)=[O:14])=[N:9]2)=[CH:4][CH:3]=1.[OH-].[Na+], predict the reaction product. (2) The product is: [CH3:32][O:33][C:34]([C@@H:36]1[CH2:40][C@H:39]([O:3][S:2]([CH3:1])(=[O:5])=[O:4])[CH2:38][N:37]1[S:42]([C:45]1[CH:54]=[CH:53][C:52]2[C:47](=[CH:48][CH:49]=[CH:50][CH:51]=2)[CH:46]=1)(=[O:44])=[O:43])=[O:35]. Given the reactants [CH3:1][S:2]([OH:5])(=[O:4])=[O:3].C(N(CC)CC)C.C1(P(C2C=CC=CC=2)C2C=CC=CC=2)C=CC=CC=1.[CH3:32][O:33][C:34]([C@@H:36]1[CH2:40][C@@H:39](O)[CH2:38][N:37]1[S:42]([C:45]1[CH:54]=[CH:53][C:52]2[C:47](=[CH:48][CH:49]=[CH:50][CH:51]=2)[CH:46]=1)(=[O:44])=[O:43])=[O:35].N(C(OC(C)C)=O)=NC(OC(C)C)=O, predict the reaction product. (3) Given the reactants Cl[C:2]1[C:11]2[C:6](=[CH:7][C:8]([O:14][CH3:15])=[C:9]([O:12][CH3:13])[CH:10]=2)[N:5]=[CH:4][N:3]=1.[OH:16][CH:17]1[CH2:22][CH2:21][NH:20][CH2:19][CH2:18]1, predict the reaction product. The product is: [CH3:13][O:12][C:9]1[CH:10]=[C:11]2[C:6](=[CH:7][C:8]=1[O:14][CH3:15])[N:5]=[CH:4][N:3]=[C:2]2[N:20]1[CH2:21][CH2:22][CH:17]([OH:16])[CH2:18][CH2:19]1. (4) Given the reactants Cl[C:2]1[N:7]=[CH:6][C:5]([C:8]2[N:9]=[C:10]([CH2:13][CH2:14][CH2:15][CH2:16][NH2:17])[NH:11][CH:12]=2)=[CH:4][CH:3]=1.[Cl:18]C1C=CN=CC=1C1N=CN(CN2C(=O)C3C(=CC=CC=3)C2=O)C=1.NN, predict the reaction product. The product is: [Cl:18][C:4]1[CH:3]=[CH:2][N:7]=[CH:6][C:5]=1[C:8]1[N:9]=[C:10]([CH2:13][CH2:14][CH2:15][CH2:16][NH2:17])[NH:11][CH:12]=1. (5) Given the reactants [Cl:1][C:2]1[C:9]([C:10]#[C:11][Si](C)(C)C)=[C:8](F)[CH:7]=[CH:6][C:3]=1[C:4]#[N:5].[NH2:17][C@H:18]([CH3:26])[C@:19]([CH3:25])([OH:24])[C:20]([F:23])([F:22])[F:21].CCN(C(C)C)C(C)C.NC1C=CC=CC=1, predict the reaction product. The product is: [Cl:1][C:2]1[C:3]([C:4]#[N:5])=[CH:6][CH:7]=[C:8]2[C:9]=1[CH:10]=[CH:11][N:17]2[C@@H:18]([C@@:19]([OH:24])([CH3:25])[C:20]([F:23])([F:22])[F:21])[CH3:26]. (6) Given the reactants [NH2:1][C:2]1[C:7]([N+:8]([O-])=O)=[C:6]([N:11]2[CH2:16][CH2:15][N:14]([CH2:17][C:18]([NH:20][C:21]3[S:22][CH:23]=[CH:24][N:25]=3)=[O:19])[CH2:13][CH2:12]2)[C:5]([Br:26])=[CH:4][N:3]=1.[CH:27](=O)[C:28]1[CH:33]=[CH:32][CH:31]=[CH:30][CH:29]=1.[O-]S(S([O-])=O)=O.[Na+].[Na+], predict the reaction product. The product is: [Br:26][C:5]1[C:6]([N:11]2[CH2:16][CH2:15][N:14]([CH2:17][C:18]([NH:20][C:21]3[S:22][CH:23]=[CH:24][N:25]=3)=[O:19])[CH2:13][CH2:12]2)=[C:7]2[N:8]=[C:27]([C:28]3[CH:33]=[CH:32][CH:31]=[CH:30][CH:29]=3)[NH:1][C:2]2=[N:3][CH:4]=1. (7) Given the reactants [N:1]1[CH:6]=[CH:5][CH:4]=[C:3]([C:7](=[O:9])[CH3:8])[CH:2]=1.[H-].[Na+].[C:12](OC)(=[O:14])[CH3:13], predict the reaction product. The product is: [N:1]1[CH:6]=[CH:5][CH:4]=[C:3]([C:7](=[O:9])[CH2:8][C:12](=[O:14])[CH3:13])[CH:2]=1. (8) Given the reactants Cl[C:2]1[CH:3]=[C:4]([S:23]([CH2:26][CH3:27])(=[O:25])=[O:24])[C:5]([C:8]([N:10]([CH3:22])[C:11]2[CH:16]=[CH:15][C:14]([S:17][C:18]([F:21])([F:20])[F:19])=[CH:13][CH:12]=2)=[O:9])=[N:6][CH:7]=1.[C:28]1(B(O)O)[CH:33]=[CH:32][CH:31]=[CH:30][CH:29]=1.P([O-])([O-])([O-])=O.[K+].[K+].[K+].C(COC)OC, predict the reaction product. The product is: [CH2:26]([S:23]([C:4]1[C:5]([C:8]([N:10]([CH3:22])[C:11]2[CH:16]=[CH:15][C:14]([S:17][C:18]([F:21])([F:20])[F:19])=[CH:13][CH:12]=2)=[O:9])=[N:6][CH:7]=[C:2]([C:28]2[CH:33]=[CH:32][CH:31]=[CH:30][CH:29]=2)[CH:3]=1)(=[O:25])=[O:24])[CH3:27]. (9) Given the reactants [F:1][C:2]1[CH:7]=[C:6]([O:8]C)[C:5]([F:10])=[CH:4][C:3]=1B(O)O.Br[C:15]1[C:16]([CH3:22])=[N:17][CH:18]=[N:19][C:20]=1[CH3:21].COC.COC1C=CC(B(O)O)=CC=1.FC(F)(F)C(O)=O.[CH3:44][C:45]1[C:50]([C:51]2[CH:66]=[CH:65][C:54]([O:55]C3N=CC=C4C=COC=34)=[CH:53][C:52]=2C)=[C:49]([CH3:68])[N:48]=[CH:47][N:46]=1.[CH3:69][O:70][C:71]1[CH:76]=[C:75]([O:77][CH3:78])[CH:74]=[CH:73][C:72]=1B(O)O, predict the reaction product. The product is: [CH3:22][C:16]1[C:15]([C:3]2[C:2]([F:1])=[CH:7][C:6]([OH:8])=[C:5]([F:10])[CH:4]=2)=[C:20]([CH3:21])[N:19]=[CH:18][N:17]=1.[CH3:68][C:49]1[C:50]([C:51]2[CH:66]=[CH:65][C:54]([OH:55])=[CH:53][CH:52]=2)=[C:45]([CH3:44])[N:46]=[CH:47][N:48]=1.[CH3:69][O:70][C:71]1[CH:76]=[C:75]([O:77][CH3:78])[CH:74]=[CH:73][C:72]=1[C:15]1[C:16]([CH3:22])=[N:17][CH:18]=[N:19][C:20]=1[CH3:21]. (10) The product is: [CH:36]1([C:34]([NH:33][C:31]2[N:32]=[C:27]3[CH:26]=[CH:25][C:24]([O:23][C:22]4[CH:39]=[CH:40][C:41]([CH3:42])=[C:20]([NH:19][C:7]([C:4]5[CH:5]=[CH:6][N:2]([CH3:1])[N:3]=5)=[O:9])[CH:21]=4)=[CH:29][N:28]3[N:30]=2)=[O:35])[CH2:37][CH2:38]1. Given the reactants [CH3:1][N:2]1[CH:6]=[CH:5][C:4]([C:7]([OH:9])=O)=[N:3]1.O1CCCC1.S(Cl)(Cl)=O.[NH2:19][C:20]1[CH:21]=[C:22]([CH:39]=[CH:40][C:41]=1[CH3:42])[O:23][C:24]1[CH:25]=[CH:26][C:27]2[N:28]([N:30]=[C:31]([NH:33][C:34]([CH:36]3[CH2:38][CH2:37]3)=[O:35])[N:32]=2)[CH:29]=1, predict the reaction product.